This data is from Forward reaction prediction with 1.9M reactions from USPTO patents (1976-2016). The task is: Predict the product of the given reaction. Given the reactants C(N1C=CN=C1)(N1C=CN=C1)=O.[Br:13][C:14]1[CH:15]=[CH:16][C:17]([F:23])=[C:18]([CH:22]=1)[C:19]([OH:21])=O.[F:24][C:25]([F:35])([F:34])[O:26][C:27]1[CH:33]=[CH:32][C:30]([NH2:31])=[CH:29][CH:28]=1, predict the reaction product. The product is: [Br:13][C:14]1[CH:15]=[CH:16][C:17]([F:23])=[C:18]([CH:22]=1)[C:19]([NH:31][C:30]1[CH:32]=[CH:33][C:27]([O:26][C:25]([F:24])([F:34])[F:35])=[CH:28][CH:29]=1)=[O:21].